This data is from Catalyst prediction with 721,799 reactions and 888 catalyst types from USPTO. The task is: Predict which catalyst facilitates the given reaction. (1) Reactant: [CH:1]([C:4]1[CH:5]=[CH:6][C:7]([O:34][CH3:35])=[C:8]([C:10]2[CH:15]=[CH:14][C:13]([C:16]([F:19])([F:18])[F:17])=[CH:12][C:11]=2[CH2:20][NH:21][C:22]2[N:27]=[CH:26][C:25]([N:28]3[CH2:33][CH2:32][O:31][CH2:30][CH2:29]3)=[CH:24][N:23]=2)[CH:9]=1)([CH3:3])[CH3:2].[F:36][C:37]1[CH:38]=[C:39]([CH:42]=[C:43]([C:45]([F:48])([F:47])[F:46])[CH:44]=1)[CH2:40]Br.[H-].[Na+]. Product: [F:36][C:37]1[CH:38]=[C:39]([CH:42]=[C:43]([C:45]([F:46])([F:47])[F:48])[CH:44]=1)[CH2:40][N:21]([CH2:20][C:11]1[CH:12]=[C:13]([C:16]([F:17])([F:19])[F:18])[CH:14]=[CH:15][C:10]=1[C:8]1[CH:9]=[C:4]([CH:1]([CH3:3])[CH3:2])[CH:5]=[CH:6][C:7]=1[O:34][CH3:35])[C:22]1[N:27]=[CH:26][C:25]([N:28]2[CH2:29][CH2:30][O:31][CH2:32][CH2:33]2)=[CH:24][N:23]=1. The catalyst class is: 391. (2) Reactant: I.[NH2:2][CH2:3][CH2:4][CH2:5][NH:6][C:7]1[C:8]([C:12]2[N:16]([C:17]3[CH:22]=[CH:21][CH:20]=[C:19]([C:23]([F:26])([F:25])[F:24])[CH:18]=3)[C:15](=[O:27])[O:14][N:13]=2)=[N:9][O:10][N:11]=1.[S:28](N)([NH2:31])(=[O:30])=[O:29]. Product: [O:27]=[C:15]1[O:14][N:13]=[C:12]([C:8]2[C:7]([NH:6][CH2:5][CH2:4][CH2:3][NH:2][S:28]([NH2:31])(=[O:30])=[O:29])=[N:11][O:10][N:9]=2)[N:16]1[C:17]1[CH:22]=[CH:21][CH:20]=[C:19]([C:23]([F:26])([F:25])[F:24])[CH:18]=1. The catalyst class is: 17. (3) Reactant: FC(F)(F)S(O[C:7]1[C:12]2[CH2:13][O:14][C@@H:15]3[C@H:19]([C:11]=2[CH:10]=[CH:9][CH:8]=1)[CH2:18][N:17]([C:20]([O:22][C:23]([CH3:26])([CH3:25])[CH3:24])=[O:21])[CH2:16]3)(=O)=O.[CH:29]1(B(O)O)[CH2:31][CH2:30]1.C(=O)([O-])[O-].[K+].[K+].O1CCOCC1. Product: [CH:29]1([C:7]2[C:12]3[CH2:13][O:14][C@@H:15]4[C@H:19]([C:11]=3[CH:10]=[CH:9][CH:8]=2)[CH2:18][N:17]([C:20]([O:22][C:23]([CH3:25])([CH3:26])[CH3:24])=[O:21])[CH2:16]4)[CH2:31][CH2:30]1. The catalyst class is: 263.